Dataset: Forward reaction prediction with 1.9M reactions from USPTO patents (1976-2016). Task: Predict the product of the given reaction. (1) Given the reactants C1C=CC2N(O)N=NC=2C=1.CCN=C=NCCCN(C)C.[CH:22]1([N:25]2[C:33]3[C:28](=[C:29]([O:37][CH3:38])[CH:30]=[C:31]([C:34]([OH:36])=O)[CH:32]=3)[CH:27]=[CH:26]2)[CH2:24][CH2:23]1.Cl.[C:40]([CH2:43][NH:44][C:45]([C:47]1[CH:48]=[C:49]2[C:59](=[CH:60][CH:61]=1)[O:58][C:52]1([CH2:57][CH2:56][NH:55][CH2:54][CH2:53]1)[CH2:51][C:50]2=[O:62])=[O:46])(=[O:42])[NH2:41], predict the reaction product. The product is: [C:40]([CH2:43][NH:44][C:45]([C:47]1[CH:48]=[C:49]2[C:59](=[CH:60][CH:61]=1)[O:58][C:52]1([CH2:57][CH2:56][N:55]([C:34]([C:31]3[CH:32]=[C:33]4[C:28]([CH:27]=[CH:26][N:25]4[CH:22]4[CH2:23][CH2:24]4)=[C:29]([O:37][CH3:38])[CH:30]=3)=[O:36])[CH2:54][CH2:53]1)[CH2:51][C:50]2=[O:62])=[O:46])(=[O:42])[NH2:41]. (2) Given the reactants [F:1][C:2]1[CH:7]=[CH:6][CH:5]=[C:4]([F:8])[C:3]=1[N:9]1[C:14]2[N:15]=[C:16](S(C)=O)[N:17]=[C:18]([C:19]3[CH:20]=[C:21]([CH:28]=[CH:29][C:30]=3[CH3:31])[C:22]([NH:24][CH:25]([CH3:27])[CH3:26])=[O:23])[C:13]=2[CH2:12][NH:11][C:10]1=[O:35].C(Cl)(Cl)Cl.[NH:40]1[CH2:45][CH2:44][CH:43]([N:46]2[CH2:51][CH2:50][O:49][CH2:48][CH2:47]2)[CH2:42][CH2:41]1.C(N(CC)C(C)C)(C)C, predict the reaction product. The product is: [F:1][C:2]1[CH:7]=[CH:6][CH:5]=[C:4]([F:8])[C:3]=1[N:9]1[C:14]2[N:15]=[C:16]([N:40]3[CH2:45][CH2:44][CH:43]([N:46]4[CH2:51][CH2:50][O:49][CH2:48][CH2:47]4)[CH2:42][CH2:41]3)[N:17]=[C:18]([C:19]3[CH:20]=[C:21]([CH:28]=[CH:29][C:30]=3[CH3:31])[C:22]([NH:24][CH:25]([CH3:27])[CH3:26])=[O:23])[C:13]=2[CH2:12][NH:11][C:10]1=[O:35]. (3) The product is: [Br:1][C:2]1[CH:3]=[C:4]2[C:9](=[CH:10][CH:11]=1)[CH:8]=[N:7][CH:6]=[C:5]2[Cl:15]. Given the reactants [Br:1][C:2]1[CH:3]=[C:4]2[C:9](=[CH:10][CH:11]=1)[CH:8]=[N:7][CH:6]=[CH:5]2.S(Cl)([Cl:15])(=O)=O, predict the reaction product. (4) The product is: [Cl:13][C:10]1[CH:9]=[CH:8][C:7]([C:6]([N:5]2[CH2:4][C:3]3[C:21]([O:25][CH3:26])=[CH:22][CH:23]=[CH:24][C:2]=3[N:1]([CH2:38][C:37]3[CH:36]=[CH:35][C:34]([C:32]([N:27]4[CH2:31][CH:30]=[CH:29][CH2:28]4)=[O:33])=[CH:41][CH:40]=3)[C:16](=[O:17])[CH2:15]2)=[O:14])=[CH:12][CH:11]=1. Given the reactants [NH2:1][C:2]1[CH:24]=[CH:23][CH:22]=[C:21]([O:25][CH3:26])[C:3]=1[CH2:4][N:5]([CH2:15][C:16](OCC)=[O:17])[C:6](=[O:14])[C:7]1[CH:12]=[CH:11][C:10]([Cl:13])=[CH:9][CH:8]=1.[N:27]1([C:32]([C:34]2[CH:41]=[CH:40][C:37]([CH:38]=O)=[CH:36][CH:35]=2)=[O:33])[CH2:31][CH:30]=[CH:29][CH2:28]1.C(O)(=O)C.C(O[BH-](OC(=O)C)OC(=O)C)(=O)C.[Na+].C(N(CC)CC)C, predict the reaction product. (5) Given the reactants C[O:2][C:3](=[O:34])[C:4]1[CH:9]=[C:8]([S:10][C:11]2[N:12]([CH3:16])[CH:13]=[CH:14][N:15]=2)[CH:7]=[C:6]([O:17][C:18]2[CH:23]=[CH:22][C:21]([P:24]([O:30][CH:31]([CH3:33])[CH3:32])([O:26][CH:27]([CH3:29])[CH3:28])=[O:25])=[CH:20][CH:19]=2)[CH:5]=1.O1CCOCC1.[OH-].[Na+], predict the reaction product. The product is: [CH:27]([O:26][P:24]([C:21]1[CH:22]=[CH:23][C:18]([O:17][C:6]2[CH:5]=[C:4]([CH:9]=[C:8]([S:10][C:11]3[N:12]([CH3:16])[CH:13]=[CH:14][N:15]=3)[CH:7]=2)[C:3]([OH:34])=[O:2])=[CH:19][CH:20]=1)([O:30][CH:31]([CH3:33])[CH3:32])=[O:25])([CH3:28])[CH3:29].